Dataset: Catalyst prediction with 721,799 reactions and 888 catalyst types from USPTO. Task: Predict which catalyst facilitates the given reaction. (1) Reactant: [OH:1][C:2]1[CH:9]=[CH:8][C:7]([S:10]([CH3:13])(=[O:12])=[O:11])=[CH:6][C:3]=1[CH:4]=O.[C:14]([O:18][CH2:19][C:20]1[CH:25]=[CH:24][CH:23]=[CH:22][CH:21]=1)(=[O:17])[CH:15]=[CH2:16].C1N2CCN(CC2)C1.CCOC(C)=O. Product: [CH3:13][S:10]([C:7]1[CH:6]=[C:3]2[C:2](=[CH:9][CH:8]=1)[O:1][CH2:16][C:15]([C:14]([O:18][CH2:19][C:20]1[CH:25]=[CH:24][CH:23]=[CH:22][CH:21]=1)=[O:17])=[CH:4]2)(=[O:12])=[O:11]. The catalyst class is: 2. (2) Reactant: [O:1]=[C:2]1[CH2:11][CH2:10][C:9]2[C:4](=[CH:5][C:6]([C:12]([O:14][CH3:15])=[O:13])=[CH:7][CH:8]=2)[NH:3]1.I[C:17]1[CH:22]=[CH:21][CH:20]=[CH:19][CH:18]=1.N1C2C(=CC=C3C=2N=CC=C3)C=CC=1. Product: [O:1]=[C:2]1[CH2:11][CH2:10][C:9]2[C:4](=[CH:5][C:6]([C:12]([O:14][CH3:15])=[O:13])=[CH:7][CH:8]=2)[N:3]1[C:17]1[CH:22]=[CH:21][CH:20]=[CH:19][CH:18]=1. The catalyst class is: 509. (3) Reactant: OCC(CO)O.[CH3:7][N:8]([C:10]1[C:15]2[CH2:16][C@@H:17]3[C:27]([C:28](=[O:29])[C:14]=2[C:13]([OH:39])=[CH:12][CH:11]=1)=[C:26]([OH:30])[C@@:25]1([OH:31])[C@H:19]([C@H:20]([N:36]([CH3:38])[CH3:37])[C:21]([OH:35])=[C:22]([C:32]([NH2:34])=[O:33])[C:23]1=[O:24])[CH2:18]3)[CH3:9].[CH3:40][C:41]1[C:46]2[O:47][C@:48]3([CH3:97])[O:51][CH:52]=[CH:53][C@H:54]([O:95][CH3:96])[C@@H:55]([CH3:94])[C@@H:56]([O:90][C:91]([CH3:93])=[O:92])[C@H:57]([CH3:89])[C@H:58]([OH:88])[C@H:59]([CH3:87])[C@@H:60]([OH:86])[C@@H:61]([CH3:85])[CH:62]=[CH:63][CH:64]=[C:65]([CH3:84])[C:66]([NH:68][C:69]4[C:72](/[CH:75]=[N:76]/[N:77]5[CH2:82][CH2:81][N:80]([CH3:83])[CH2:79][CH2:78]5)=[C:73]([OH:74])[C:44]([C:45]=2[C:49]3=[O:50])=[C:43]([C:70]=4[OH:71])[C:42]=1[OH:98])=[O:67]. Product: [CH3:9][N:8]([C:10]1[C:15]2[CH2:16][C@@H:17]3[C:27]([C:28](=[O:29])[C:14]=2[C:13]([OH:39])=[CH:12][CH:11]=1)=[C:26]([OH:30])[C@@:25]1([OH:31])[C@H:19]([C@H:20]([N:36]([CH3:38])[CH3:37])[C:21]([OH:35])=[C:22]([C:32]([NH2:34])=[O:33])[C:23]1=[O:24])[CH2:18]3)[CH3:7].[CH3:40][C:41]1[C:46]2[O:47][C@:48]3([CH3:97])[O:51][CH:52]=[CH:53][C@H:54]([O:95][CH3:96])[C@@H:55]([CH3:94])[C@@H:56]([O:90][C:91]([CH3:93])=[O:92])[C@H:57]([CH3:89])[C@H:58]([OH:88])[C@H:59]([CH3:87])[C@@H:60]([OH:86])[C@@H:61]([CH3:85])[CH:62]=[CH:63][CH:64]=[C:65]([CH3:84])[C:66]([NH:68][C:69]4[C:72](/[CH:75]=[N:76]/[N:77]5[CH2:82][CH2:81][N:80]([CH3:83])[CH2:79][CH2:78]5)=[C:73]([OH:74])[C:44]([C:45]=2[C:49]3=[O:50])=[C:43]([C:70]=4[OH:71])[C:42]=1[OH:98])=[O:67]. The catalyst class is: 6. (4) Reactant: CC1NN=C(C(O)=O)C=1[N+:10]([O-:12])=[O:11].[CH:13]1([NH2:18])[CH2:17][CH2:16][CH2:15][CH2:14]1.CCN=C=N[CH2:24][CH2:25][CH2:26][N:27]([CH3:29])C.C1C=CC2N(O)N=[N:36][C:34]=2C=1.CN([CH:43]=[O:44])C. Product: [CH:13]1([NH:18][C:43]([C:34]2[N:36]([N+:10]([O-:12])=[O:11])[C:25]([CH3:24])=[CH:26][NH:27][CH:29]=2)=[O:44])[CH2:17][CH2:16][CH2:15][CH2:14]1. The catalyst class is: 6. (5) Reactant: [Si:1]([O:8][C@@H:9]([CH:31]1[CH2:39][C:38]2[C:33](=[CH:34][CH:35]=[CH:36][CH:37]=2)[CH2:32]1)/[CH:10]=[CH:11]/[C@H:12]1[C@@H:16]([F:17])[CH2:15][C@H:14]([OH:18])[C@@H:13]1[CH2:19]/[CH:20]=[CH:21]\[CH2:22][CH2:23][CH2:24][C:25]([O:27][CH:28]([CH3:30])[CH3:29])=[O:26])([C:4]([CH3:7])([CH3:6])[CH3:5])([CH3:3])[CH3:2].[OH-].[Na+].[Cl-].[NH4+]. Product: [Si:1]([O:8][C@@H:9]([CH:31]1[CH2:32][C:33]2[C:38](=[CH:37][CH:36]=[CH:35][CH:34]=2)[CH2:39]1)/[CH:10]=[CH:11]/[C@H:12]1[C@@H:16]([F:17])[CH2:15][C:14](=[O:18])[C@@H:13]1[CH2:19]/[CH:20]=[CH:21]\[CH2:22][CH2:23][CH2:24][C:25]([O:27][CH:28]([CH3:29])[CH3:30])=[O:26])([C:4]([CH3:5])([CH3:6])[CH3:7])([CH3:3])[CH3:2]. The catalyst class is: 5. (6) Reactant: [CH3:1][C:2]1([CH3:28])[C:11]2[C:6](=[C:7]([O:18][CH2:19][O:20][CH2:21][CH2:22][Si:23]([CH3:26])([CH3:25])[CH3:24])[CH:8]=[C:9]([C:12]#[C:13][Si](C)(C)C)[CH:10]=2)[C:5](=[O:27])[CH2:4][CH2:3]1.C(=O)([O-])[O-].[K+].[K+]. Product: [C:12]([C:9]1[CH:10]=[C:11]2[C:6](=[C:7]([O:18][CH2:19][O:20][CH2:21][CH2:22][Si:23]([CH3:24])([CH3:26])[CH3:25])[CH:8]=1)[C:5](=[O:27])[CH2:4][CH2:3][C:2]2([CH3:28])[CH3:1])#[CH:13]. The catalyst class is: 5. (7) Reactant: CN[C@H:3]1CC2C(=CC=CC=2)[C@H:4]1[OH:12].N([OH:15])N.[C:16]([OH:23])(=[O:22])/[CH:17]=[CH:18]\[C:19]([OH:21])=[O:20]. Product: [CH2:4]([OH:12])[CH2:3][O:20][C:19]([CH2:18][CH:17]([OH:15])[C:16]([OH:23])=[O:22])=[O:21]. The catalyst class is: 275. (8) Product: [CH3:34][N:25]([CH2:24][C:22]1[CH:21]=[N:20][CH:19]=[C:18]([C:14]2[CH:15]=[N:16][C:17]3[NH:8][CH2:9][CH2:10][CH2:11][C:12]=3[CH:13]=2)[CH:23]=1)[C:26]([CH:28]1[CH2:33][CH2:32][O:31][CH2:30][CH2:29]1)=[O:27]. The catalyst class is: 2. Reactant: C(OC([N:8]1[C:17]2[C:12](=[CH:13][C:14]([C:18]3[CH:19]=[N:20][CH:21]=[C:22]([CH2:24][N:25]([CH3:34])[C:26]([CH:28]4[CH2:33][CH2:32][O:31][CH2:30][CH2:29]4)=[O:27])[CH:23]=3)=[CH:15][N:16]=2)[CH2:11][CH2:10][CH2:9]1)=O)(C)(C)C.FC(F)(F)C(O)=O. (9) Reactant: CC([C:5]1[C:18]2[N:19]=[C:20]([CH3:22])[S:21][C:17]=2[C:8]2[CH2:9][CH2:10][N:11](C([O-])=O)[CH2:12][CH2:13][C:7]=2[CH:6]=1)(C)C.C(O)(C(F)(F)F)=O. Product: [CH3:22][C:20]1[S:21][C:17]2[C:8]3[CH2:9][CH2:10][NH:11][CH2:12][CH2:13][C:7]=3[CH:6]=[CH:5][C:18]=2[N:19]=1. The catalyst class is: 2. (10) Reactant: [C:1]([C:3]1[CH:8]=[CH:7][C:6]([CH2:9][C:10]([O:12][C:13](C)(C)[CH3:14])=[O:11])=[C:5]([F:17])[CH:4]=1)#[N:2].Cl.O1CCOCC1. Product: [C:1]([C:3]1[CH:8]=[CH:7][C:6]([CH2:9][C:10]([O:12][CH2:13][CH3:14])=[O:11])=[C:5]([F:17])[CH:4]=1)#[N:2]. The catalyst class is: 14.